Dataset: Full USPTO retrosynthesis dataset with 1.9M reactions from patents (1976-2016). Task: Predict the reactants needed to synthesize the given product. (1) Given the product [CH3:21][N:19]([CH3:20])[CH2:18][CH2:17][N:12]1[C:11](=[O:22])[C:10]2[CH:23]=[CH:24][CH:25]=[C:8]3[C:9]=2[C:14](=[C:15]2[C:2]([NH:1][C:13](=[O:16])[CH2:14][C:29](=[O:30])[CH2:24][CH2:25][CH2:8][CH2:7][CH2:6][CH2:15][CH2:2][CH2:3][CH3:4])=[CH:3][CH:4]=[CH:5][C:6]2=[CH:7]3)[C:13]1=[O:16], predict the reactants needed to synthesize it. The reactants are: [NH2:1][C:2]1[C:15]2[C:6](=[CH:7][C:8]3[C:9]4[C:14]=2[C:13](=[O:16])[N:12]([CH2:17][CH2:18][N:19]([CH3:21])[CH3:20])[C:11](=[O:22])[C:10]=4[CH:23]=[CH:24][CH:25]=3)[CH:5]=[CH:4][CH:3]=1.C(Cl)Cl.[CH3:29][OH:30]. (2) Given the product [C:36]([N:33]1[CH2:32][CH2:31][CH:30]([NH:29][C:27]([C:23]2[C:19]3[N:20]=[CH:21][N:22]=[C:17]([C:8]4[CH:9]=[C:10]([C:13]([F:15])([F:14])[F:16])[CH:11]=[CH:12][C:7]=4[O:6][CH2:5][CH:2]4[CH2:3][CH2:4]4)[C:18]=3[NH:25][C:24]=2[CH3:26])=[O:28])[CH2:35][CH2:34]1)(=[O:38])[CH3:37], predict the reactants needed to synthesize it. The reactants are: Cl.[CH:2]1([CH2:5][O:6][C:7]2[CH:12]=[CH:11][C:10]([C:13]([F:16])([F:15])[F:14])=[CH:9][C:8]=2[C:17]2[C:18]3[NH:25][C:24]([CH3:26])=[C:23]([C:27]([NH:29][CH:30]4[CH2:35][CH2:34][NH:33][CH2:32][CH2:31]4)=[O:28])[C:19]=3[N:20]=[CH:21][N:22]=2)[CH2:4][CH2:3]1.[C:36](Cl)(=[O:38])[CH3:37]. (3) Given the product [CH3:39][NH:40][C:4]1[N:5]([CH2:34][C:35]([F:38])([F:37])[F:36])[C:6](=[O:33])[C:7]2[C:12]([C:13]3[CH:14]=[CH:15][CH:16]=[CH:17][CH:18]=3)=[C:11]([C:19]3[CH:20]=[CH:21][C:22]([C:25]4([NH:29][C:30](=[O:32])[O:31][C:7]([CH3:12])([CH3:8])[CH3:6])[CH2:28][CH2:27][CH2:26]4)=[CH:23][CH:24]=3)[O:10][C:8]=2[N:9]=1, predict the reactants needed to synthesize it. The reactants are: CS([C:4]1[N:5]([CH2:34][C:35]([F:38])([F:37])[F:36])[C:6](=[O:33])[C:7]2[C:12]([C:13]3[CH:18]=[CH:17][CH:16]=[CH:15][CH:14]=3)=[C:11]([C:19]3[CH:24]=[CH:23][C:22]([C:25]4([NH:29][C:30](=[O:32])[O-:31])[CH2:28][CH2:27][CH2:26]4)=[CH:21][CH:20]=3)[O:10][C:8]=2[N:9]=1)=O.[CH3:39][NH2:40]. (4) Given the product [C:31]1([C:30]2[C:3]3=[C:18]4[C:25]5=[C:24]6[C:23]7[C:15]([CH:4]=[C:26]5[C:21]3=[CH:27][CH:28]=2)=[CH:16][CH:11]=[CH:10][C:9]=7[CH:8]=[CH:7][C:6]6=[C:5]([C:42]2[CH:47]=[CH:46][CH:45]=[CH:44][CH:43]=2)[C:17]4=[O:20])[CH:32]=[CH:33][CH:34]=[CH:35][CH:36]=1, predict the reactants needed to synthesize it. The reactants are: C1C2[C:15]3=[C:16]4[C:11](=CC=2)[CH:10]=[CH:9][CH:8]=[C:7]4[CH:6]=[C:5]2[C:17](=[O:20])[C:18](=O)[C:3](=[C:4]23)C=1.[C:21]1([CH2:27][C:28]([CH2:30][C:31]2[CH:36]=[CH:35][CH:34]=[CH:33][CH:32]=2)=O)[CH:26]=[CH:25][CH:24]=[CH:23]C=1.[OH-].[K+].C(O)C.[C:42]1(C)[CH:47]=[CH:46][CH:45]=[CH:44][CH:43]=1. (5) Given the product [Cl:1][C:2]1[N:7]=[C:6]([C:8]2([NH2:9])[CH2:15][CH2:14]2)[CH:5]=[CH:4][C:3]=1[O:10][CH2:11][O:12][CH3:13], predict the reactants needed to synthesize it. The reactants are: [Cl:1][C:2]1[N:7]=[C:6]([C:8]#[N:9])[CH:5]=[CH:4][C:3]=1[O:10][CH2:11][O:12][CH3:13].[CH2:14]([Mg]Br)[CH3:15].B(F)(F)F.CCOCC.[OH-].[Na+].